Regression. Given two drug SMILES strings and cell line genomic features, predict the synergy score measuring deviation from expected non-interaction effect. From a dataset of Merck oncology drug combination screen with 23,052 pairs across 39 cell lines. Drug 1: COc1cccc2c1C(=O)c1c(O)c3c(c(O)c1C2=O)CC(O)(C(=O)CO)CC3OC1CC(N)C(O)C(C)O1. Drug 2: CCN(CC)CCNC(=O)c1c(C)[nH]c(C=C2C(=O)Nc3ccc(F)cc32)c1C. Cell line: DLD1. Synergy scores: synergy=-7.54.